This data is from Forward reaction prediction with 1.9M reactions from USPTO patents (1976-2016). The task is: Predict the product of the given reaction. Given the reactants [C:1]([O:5][C:6]([N:8]1[CH2:13][CH2:12][C:11]([CH2:15][CH:16]=[CH2:17])([OH:14])[CH2:10][CH2:9]1)=[O:7])([CH3:4])([CH3:3])[CH3:2].C1C=C(Cl)C=C(C(OO)=[O:26])C=1, predict the reaction product. The product is: [C:1]([O:5][C:6]([N:8]1[CH2:13][CH2:12][C:11]([OH:14])([CH2:15][CH:16]2[CH2:17][O:26]2)[CH2:10][CH2:9]1)=[O:7])([CH3:4])([CH3:3])[CH3:2].